Dataset: Catalyst prediction with 721,799 reactions and 888 catalyst types from USPTO. Task: Predict which catalyst facilitates the given reaction. Reactant: [C:9](O[C:9]([O:11][C:12]([CH3:15])([CH3:14])[CH3:13])=[O:10])([O:11][C:12]([CH3:15])([CH3:14])[CH3:13])=[O:10].[NH2:16][CH2:17][CH:18]([C:20]1[CH:25]=[CH:24][CH:23]=[C:22]([Cl:26])[C:21]=1[Cl:27])[OH:19]. Product: [Cl:27][C:21]1[C:22]([Cl:26])=[CH:23][CH:24]=[CH:25][C:20]=1[CH:18]([OH:19])[CH2:17][NH:16][C:9](=[O:10])[O:11][C:12]([CH3:13])([CH3:14])[CH3:15]. The catalyst class is: 245.